Dataset: Reaction yield outcomes from USPTO patents with 853,638 reactions. Task: Predict the reaction yield, written as a fraction of the theoretical maximum amount of product (1.0 means a 100% yield; for example, 0.34 means a 34% yield). The reactants are [NH:1]1[CH2:5][CH2:4][CH:3]([CH2:6][N:7]2[C:15]3[C:10](=[CH:11][C:12]([C:16]4[CH:17]=[N:18][N:19]([CH:21]5[CH2:26][CH2:25][CH2:24][CH2:23][O:22]5)[CH:20]=4)=[CH:13][CH:14]=3)[CH:9]=[CH:8]2)[CH2:2]1.C(N(CC)CC)C.[C:34](Cl)(=[O:41])[C:35]1[CH:40]=[CH:39][CH:38]=[CH:37][CH:36]=1.CO.ClCCl. The catalyst is ClCCl. The product is [C:35]1([C:34]([N:1]2[CH2:5][CH2:4][CH:3]([CH2:6][N:7]3[C:15]4[C:10](=[CH:11][C:12]([C:16]5[CH:17]=[N:18][N:19]([CH:21]6[CH2:26][CH2:25][CH2:24][CH2:23][O:22]6)[CH:20]=5)=[CH:13][CH:14]=4)[CH:9]=[CH:8]3)[CH2:2]2)=[O:41])[CH:40]=[CH:39][CH:38]=[CH:37][CH:36]=1. The yield is 0.570.